The task is: Predict the reactants needed to synthesize the given product.. This data is from Full USPTO retrosynthesis dataset with 1.9M reactions from patents (1976-2016). (1) Given the product [NH2:1][S:19]([C:5]1[CH:6]=[C:7]([CH2:10][CH2:11][NH:12][C:13](=[O:18])[C:14]([F:17])([F:16])[F:15])[CH:8]=[CH:9][C:4]=1[O:3][CH3:2])(=[O:21])=[O:20], predict the reactants needed to synthesize it. The reactants are: [NH3:1].[CH3:2][O:3][C:4]1[CH:9]=[CH:8][C:7]([CH2:10][CH2:11][NH:12][C:13](=[O:18])[C:14]([F:17])([F:16])[F:15])=[CH:6][C:5]=1[S:19](Cl)(=[O:21])=[O:20]. (2) Given the product [NH2:1][C:2]1[C:3]2[C:13](=[O:14])[N:12]([C:15]3[CH:20]=[CH:19][C:18]([C:21]4([C:25]([OH:27])=[O:26])[CH2:24][CH2:23][CH2:22]4)=[CH:17][CH:16]=3)[CH2:11][CH2:10][C:4]=2[N:5]=[C:6]([O:8][CH3:9])[N:7]=1, predict the reactants needed to synthesize it. The reactants are: [NH2:1][C:2]1[C:3]2[C:13](=[O:14])[N:12]([C:15]3[CH:20]=[CH:19][C:18]([C:21]4([C:25]([O:27]CC5C=CC=CC=5)=[O:26])[CH2:24][CH2:23][CH2:22]4)=[CH:17][CH:16]=3)[CH2:11][CH2:10][C:4]=2[N:5]=[C:6]([O:8][CH3:9])[N:7]=1.[OH-].[K+]. (3) Given the product [CH2:4]([C:5]([OH:7])=[O:6])[CH:3]([C:19]([OH:21])=[O:20])[CH:2]([C:33]([OH:35])=[O:34])[CH2:1][C:47]([OH:49])=[O:48].[CH3:16][N:11]1[C:12]([CH3:14])([CH3:15])[CH2:13][CH:8]([OH:7])[CH2:9][C:10]1([CH3:18])[CH3:17].[CH2:65]([OH:66])[CH2:64][CH2:63][CH2:62][CH2:61][CH2:104][CH2:57][CH2:54][CH2:55][CH2:50][CH2:51][CH2:52][CH3:60], predict the reactants needed to synthesize it. The reactants are: [CH2:1]([C:47]([O:49][CH:50]1[CH2:55][C:54]([CH3:57])(C)N(C)[C:52]([CH3:60])(C)[CH2:51]1)=[O:48])[CH:2]([C:33]([O:35]C1CC(C)(C)N(C)C(C)(C)C1)=[O:34])[CH:3]([C:19]([O:21]C1CC(C)(C)N(C)C(C)(C)C1)=[O:20])[CH2:4][C:5]([O:7][CH:8]1[CH2:13][C:12]([CH3:15])([CH3:14])[N:11]([CH3:16])[C:10]([CH3:18])([CH3:17])[CH2:9]1)=[O:6].[CH2:61]([C:104](OC1CC(C)(C)NC(C)(C)C1)=O)[CH:62](C(OC1CC(C)(C)NC(C)(C)C1)=O)[CH:63](C(OC1CC(C)(C)NC(C)(C)C1)=O)[CH2:64][C:65](OC1CC(C)(C)NC(C)(C)C1)=[O:66]. (4) Given the product [Cl:1][C:2]1[CH:3]=[CH:4][C:5]2[N:6]([C:8]([S:15]([N:18]=[CH:21][N:22]([CH3:24])[CH3:23])(=[O:17])=[O:16])=[C:9]([C:11]([F:12])([F:14])[F:13])[N:10]=2)[N:7]=1, predict the reactants needed to synthesize it. The reactants are: [Cl:1][C:2]1[CH:3]=[CH:4][C:5]2[N:6]([C:8]([S:15]([NH2:18])(=[O:17])=[O:16])=[C:9]([C:11]([F:14])([F:13])[F:12])[N:10]=2)[N:7]=1.CO[CH:21](OC)[N:22]([CH3:24])[CH3:23]. (5) Given the product [C:1]([C:5]1[CH:9]=[C:8]2[C:7](=[C:10]([CH3:11])[CH2:2][C:1]2([CH3:4])[CH3:3])[CH:6]=1)([CH3:4])([CH3:3])[CH3:2], predict the reactants needed to synthesize it. The reactants are: [C:1]([C:5]1[CH2:9][CH:8]=[CH:7][CH:6]=1)([CH3:4])([CH3:3])[CH3:2].[C:10](O)(=O)[CH3:11]. (6) Given the product [NH2:1][C:2]1[N:5]=[C:6]([C@@H:7]([NH:11][C:12](=[O:18])[O:13][C:14]([CH3:17])([CH3:16])[CH3:15])[CH2:8][C:9]#[CH:10])[NH:22][N:21]=1, predict the reactants needed to synthesize it. The reactants are: [NH:1]=[C:2]([NH:5][C:6](=O)[C@@H:7]([NH:11][C:12](=[O:18])[O:13][C:14]([CH3:17])([CH3:16])[CH3:15])[CH2:8][C:9]#[CH:10])SC.O.[NH2:21][NH2:22]. (7) The reactants are: Br[CH2:2]/[C:3](=[CH:13]\[F:14])/[CH2:4][NH:5][C:6](=[O:12])[O:7][C:8]([CH3:11])([CH3:10])[CH3:9].C(=O)([O-])[O-].[K+].[K+].[OH:21][C:22]1[CH:32]=[CH:31][C:25]([C:26]([N:28]([CH3:30])[CH3:29])=[O:27])=[CH:24][CH:23]=1. Given the product [CH3:29][N:28]([CH3:30])[C:26]([C:25]1[CH:31]=[CH:32][C:22]([O:21][CH2:2]/[C:3](=[CH:13]\[F:14])/[CH2:4][NH:5][C:6](=[O:12])[O:7][C:8]([CH3:11])([CH3:10])[CH3:9])=[CH:23][CH:24]=1)=[O:27], predict the reactants needed to synthesize it. (8) Given the product [Si:1]([O:8][CH2:9][C:10]1[N:15]=[CH:14][C:13]2[N:16]=[CH:17][N:18]([C:19]3[S:23][C:22]([C:24]([NH2:38])=[O:26])=[C:21]([O:28][CH:29]([C:31]4[CH:36]=[CH:35][CH:34]=[CH:33][C:32]=4[CH3:37])[CH3:30])[CH:20]=3)[C:12]=2[CH:11]=1)([C:4]([CH3:6])([CH3:5])[CH3:7])([CH3:3])[CH3:2], predict the reactants needed to synthesize it. The reactants are: [Si:1]([O:8][CH2:9][C:10]1[N:15]=[CH:14][C:13]2[N:16]=[CH:17][N:18]([C:19]3[S:23][C:22]([C:24]([O:26]C)=O)=[C:21]([O:28][CH:29]([C:31]4[CH:36]=[CH:35][CH:34]=[CH:33][C:32]=4[CH3:37])[CH3:30])[CH:20]=3)[C:12]=2[CH:11]=1)([C:4]([CH3:7])([CH3:6])[CH3:5])([CH3:3])[CH3:2].[NH3:38]. (9) Given the product [CH3:10][O:11][C:12](=[O:22])[C:13]1[CH:18]=[C:17]([C:1]2[CH:6]=[CH:5][CH:4]=[CH:3][CH:2]=2)[C:16]([OH:20])=[C:15]([C:1]2[CH:6]=[CH:5][CH:4]=[CH:3][CH:2]=2)[CH:14]=1, predict the reactants needed to synthesize it. The reactants are: [C:1]1(B(O)O)[CH:6]=[CH:5][CH:4]=[CH:3][CH:2]=1.[CH3:10][O:11][C:12](=[O:22])[C:13]1[CH:18]=[C:17](I)[C:16]([OH:20])=[C:15](I)[CH:14]=1.